This data is from Retrosynthesis with 50K atom-mapped reactions and 10 reaction types from USPTO. The task is: Predict the reactants needed to synthesize the given product. (1) Given the product Nc1nc(-c2cccc(F)c2)c(Br)cc1[N+](=O)[O-], predict the reactants needed to synthesize it. The reactants are: Nc1nc(Br)c(Br)cc1[N+](=O)[O-].OB(O)c1cccc(F)c1. (2) Given the product CCCC(=O)N(CCN1CCC(N(C(=O)CC)c2ccccc2)CC1)c1c(C)cccc1C, predict the reactants needed to synthesize it. The reactants are: CCC(=O)N(c1ccccc1)C1CCN(CCNc2c(C)cccc2C)CC1.CCCC(=O)Cl. (3) The reactants are: CCOC(=O)CNCc1cc(-c2ccc(C(F)(F)F)cc2)ccc1N. Given the product O=C1CNCc2cc(-c3ccc(C(F)(F)F)cc3)ccc2N1, predict the reactants needed to synthesize it. (4) Given the product CCCCn1c(=O)[nH]c(=O)c2c1ncn2Cc1ccccc1, predict the reactants needed to synthesize it. The reactants are: BrCc1ccccc1.CCCCn1c(=O)[nH]c(=O)c2[nH]cnc21. (5) Given the product CSc1nc(Cl)cc(N(C)C)n1, predict the reactants needed to synthesize it. The reactants are: CNC.CSc1nc(Cl)cc(Cl)n1. (6) Given the product Fc1cc(Br)cc(F)c1CN1CCCC1, predict the reactants needed to synthesize it. The reactants are: C1CCNC1.O=Cc1c(F)cc(Br)cc1F. (7) Given the product COC1=Cc2ccccc2C(=CC(=O)O)c2cc(Cl)sc21, predict the reactants needed to synthesize it. The reactants are: CCOC(=O)C=C1c2ccccc2C=C(OC)c2sc(Cl)cc21.